From a dataset of Forward reaction prediction with 1.9M reactions from USPTO patents (1976-2016). Predict the product of the given reaction. (1) The product is: [F:19][C:10]1[C:9](=[O:20])[N:8]([CH3:21])[C:7]([CH2:6][C:5]([O-:22])=[O:4])=[N:12][C:11]=1[N:13]1[CH2:18][CH2:17][O:16][CH2:15][CH2:14]1.[Na+:2]. Given the reactants [OH-].[Na+:2].C[O:4][C:5](=[O:22])[CH2:6][C:7]1[N:8]([CH3:21])[C:9](=[O:20])[C:10]([F:19])=[C:11]([N:13]2[CH2:18][CH2:17][O:16][CH2:15][CH2:14]2)[N:12]=1, predict the reaction product. (2) Given the reactants [CH2:1]([O:8][C@H:9]1[C@@H:13]([CH2:14][C@@H:15]2[CH2:19][O:18][C:17]([CH3:21])([CH3:20])[O:16]2)[O:12][C@@H:11]([CH2:22][CH:23]=[O:24])[C@@H:10]1[O:25][CH2:26][C:27]1[CH:32]=[CH:31][C:30]([O:33][CH3:34])=[CH:29][CH:28]=1)[C:2]1[CH:7]=[CH:6][CH:5]=[CH:4][CH:3]=1.C(O[C@H]1[C@@H](C[C@H]2COC(C)(C)O2)O[C@@H](CC=O)[C@@H]1OCC1C=CC(OC)=CC=1)C1C=CC=CC=1.N1C(C)=CC=CC=1C.I([O-])(=O)(=O)=O.[Na+].S([O-])([O-])=O.[Na+].[Na+].C([O-])(O)=O.[Na+].[Na+].[Cl-], predict the reaction product. The product is: [CH2:1]([O:8][C@H:9]1[C@@H:13]([CH2:14][CH:15]2[CH2:19][O:18][C:17]([CH3:20])([CH3:21])[O:16]2)[O:12][C@@H:11]([CH2:22][CH:23]=[O:24])[C@@H:10]1[O:25][CH2:26][C:27]1[CH:28]=[CH:29][C:30]([O:33][CH3:34])=[CH:31][CH:32]=1)[C:2]1[CH:7]=[CH:6][CH:5]=[CH:4][CH:3]=1. (3) Given the reactants [H-].[Na+].[F:3][C:4]1[CH:9]=[CH:8][C:7](/[C:10](=[N:18]/[OH:19])/[CH2:11][CH2:12][C:13]([O:15]CC)=[O:14])=[CH:6][CH:5]=1.Cl[CH2:21][C:22]1[CH:41]=[CH:40][C:25]([O:26][CH2:27][C:28]2[N:29]=[C:30]([C:34]3[CH:39]=[CH:38][CH:37]=[CH:36][CH:35]=3)[O:31][C:32]=2[CH3:33])=[CH:24][CH:23]=1.Cl.C(=O)(O)[O-].[Na+], predict the reaction product. The product is: [F:3][C:4]1[CH:5]=[CH:6][C:7](/[C:10](=[N:18]/[O:19][CH2:21][C:22]2[CH:23]=[CH:24][C:25]([O:26][CH2:27][C:28]3[N:29]=[C:30]([C:34]4[CH:39]=[CH:38][CH:37]=[CH:36][CH:35]=4)[O:31][C:32]=3[CH3:33])=[CH:40][CH:41]=2)/[CH2:11][CH2:12][C:13]([OH:15])=[O:14])=[CH:8][CH:9]=1. (4) Given the reactants [Cl:1][C:2]1[CH:7]=[CH:6][C:5]([N:8]2[CH2:13][CH2:12][O:11][CH2:10][CH2:9]2)=[CH:4][C:3]=1[N:14]1[CH2:19][CH2:18][NH:17][CH2:16][C:15]1=[O:20].C(N(CC)CC)C.[Cl:28][C:29]1[C:37]([Cl:38])=[CH:36][CH:35]=[CH:34][C:30]=1[C:31](Cl)=[O:32].C(=O)([O-])O.[Na+], predict the reaction product. The product is: [Cl:1][C:2]1[CH:7]=[CH:6][C:5]([N:8]2[CH2:13][CH2:12][O:11][CH2:10][CH2:9]2)=[CH:4][C:3]=1[N:14]1[CH2:19][CH2:18][N:17]([C:31]([C:30]2[CH:34]=[CH:35][CH:36]=[C:37]([Cl:38])[C:29]=2[Cl:28])=[O:32])[CH2:16][C:15]1=[O:20].